Dataset: Catalyst prediction with 721,799 reactions and 888 catalyst types from USPTO. Task: Predict which catalyst facilitates the given reaction. (1) Reactant: [CH2:1]([O:8][C:9]1[CH:10]=[C:11]([CH:15]=[CH:16][CH:17]=1)[C:12]([OH:14])=O)[C:2]1[CH:7]=[CH:6][CH:5]=[CH:4][CH:3]=1.Cl.[CH3:19][NH:20][O:21][CH3:22].C(N(CC)CC)C.O. Product: [CH2:1]([O:8][C:9]1[CH:10]=[C:11]([CH:15]=[CH:16][CH:17]=1)[C:12]([N:20]([O:21][CH3:22])[CH3:19])=[O:14])[C:2]1[CH:3]=[CH:4][CH:5]=[CH:6][CH:7]=1. The catalyst class is: 4. (2) Product: [Br:8][C:5]1[CH:6]=[CH:7][C:2]([CH2:9][CH:10]([CH3:12])[CH3:11])=[N:3][CH:4]=1. The catalyst class is: 7. Reactant: Br[C:2]1[CH:7]=[CH:6][C:5]([Br:8])=[CH:4][N:3]=1.[CH2:9]([Mg]Br)[CH:10]([CH3:12])[CH3:11].CCOCC. (3) Reactant: [C:1]([Si:5]([O:8][C:9]1([C:12]2[CH:17]=[CH:16][C:15](B3OC(C)(C)C(C)(C)O3)=[CH:14][C:13]=2[F:27])[CH2:11][CH2:10]1)([CH3:7])[CH3:6])([CH3:4])([CH3:3])[CH3:2].C([O-])([O-])=O.[Cs+].[Cs+].Br[C:35](=[CH2:46])[C:36]([O:38][CH2:39][C:40]1[CH:45]=[CH:44][CH:43]=[CH:42][CH:41]=1)=[O:37]. Product: [Si:5]([O:8][C:9]1([C:12]2[CH:17]=[CH:16][C:15]([C:35](=[CH2:46])[C:36]([O:38][CH2:39][C:40]3[CH:45]=[CH:44][CH:43]=[CH:42][CH:41]=3)=[O:37])=[CH:14][C:13]=2[F:27])[CH2:11][CH2:10]1)([C:1]([CH3:2])([CH3:4])[CH3:3])([CH3:7])[CH3:6]. The catalyst class is: 151. (4) Reactant: Br[C:2]1[CH:7]=[CH:6][N:5]=[C:4]([CH2:8][OH:9])[CH:3]=1.[CH2:10]([Sn](CCCC)(CCCC)C=C)[CH2:11]CC. Product: [CH:10]([C:2]1[CH:7]=[CH:6][N:5]=[C:4]([CH2:8][OH:9])[CH:3]=1)=[CH2:11]. The catalyst class is: 747.